This data is from Full USPTO retrosynthesis dataset with 1.9M reactions from patents (1976-2016). The task is: Predict the reactants needed to synthesize the given product. (1) Given the product [N:8]1[CH:9]=[CH:10][CH:11]=[C:6]([C:4]2[N:3]=[CH:2][N:1]([CH2:15][C:16]#[N:17])[CH:5]=2)[CH:7]=1, predict the reactants needed to synthesize it. The reactants are: [NH:1]1[CH:5]=[C:4]([C:6]2[CH:7]=[N:8][CH:9]=[CH:10][CH:11]=2)[N:3]=[CH:2]1.[H-].[Na+].Br[CH2:15][C:16]#[N:17]. (2) Given the product [C:1]([O:5][C:6]([NH:8][C:9]1([C:12]2[NH:13][C:14]([C:22]3[CH:31]=[CH:30][CH:29]=[C:28]4[C:23]=3[N:24]=[C:25]([NH:33][C:34]3([CH3:36])[CH2:35][CH2:37]3)[C:26]([CH3:32])=[N:27]4)=[CH:15][C:16]=2[C:17]([O:19][CH2:20][CH3:21])=[O:18])[CH2:10][CH2:11]1)=[O:7])([CH3:4])([CH3:3])[CH3:2], predict the reactants needed to synthesize it. The reactants are: [C:1]([O:5][C:6]([NH:8][C:9]1([C:12]2[NH:13][C:14]([C:22]3[CH:31]=[CH:30][CH:29]=[C:28]4[C:23]=3[N:24]=[C:25]([NH:33][C:34]([CH3:37])([CH3:36])[CH3:35])[C:26]([CH3:32])=[N:27]4)=[CH:15][C:16]=2[C:17]([O:19][CH2:20][CH3:21])=[O:18])[CH2:11][CH2:10]1)=[O:7])([CH3:4])([CH3:3])[CH3:2].BrCC(C1C=CC=C2C=1N=C(NC1(C)CC1)C(C)=N2)=O.C(OC(NC1(C(=O)CC(OCC)=O)CC1)=O)(C)(C)C. (3) Given the product [CH3:19][O:20][C:21]([C:23]1[CH:28]=[CH:27][C:26]([C:9]2[CH:14]=[CH:13][N:12]3[CH:15]=[CH:16][N:17]=[C:11]3[CH:10]=2)=[CH:25][N:24]=1)=[O:22], predict the reactants needed to synthesize it. The reactants are: CC1(C)C(C)(C)OB([C:9]2[CH:14]=[CH:13][N:12]3[CH:15]=[CH:16][N:17]=[C:11]3[CH:10]=2)O1.[CH3:19][O:20][C:21]([C:23]1[CH:28]=[CH:27][C:26](Br)=[CH:25][N:24]=1)=[O:22].C(=O)([O-])[O-].[Cs+].[Cs+].O. (4) The reactants are: [CH:1]1[C:6]2[NH:7][CH2:8][CH2:9][CH2:10][O:11][C:5]=2[CH:4]=[CH:3][C:2]=1[CH:12]=[O:13].C(N(CC)CC)C.[CH3:21][O:22][C:23]1[CH:24]=[C:25]([CH:28]=[C:29]([O:31][CH3:32])[CH:30]=1)[CH2:26]Cl. Given the product [CH3:32][O:31][C:29]1[CH:28]=[C:25]([CH:24]=[C:23]([O:22][CH3:21])[CH:30]=1)[CH2:26][N:7]1[C:6]2[CH:1]=[C:2]([CH:12]=[O:13])[CH:3]=[CH:4][C:5]=2[O:11][CH2:10][CH2:9][CH2:8]1, predict the reactants needed to synthesize it. (5) Given the product [CH2:15]([O:14][P:13]([CH2:5][C:4]1[CH:7]=[CH:8][C:9]([N+:10]([O-:12])=[O:11])=[C:2]([CH3:1])[CH:3]=1)(=[O:20])[O:17][CH2:18][CH3:19])[CH3:16], predict the reactants needed to synthesize it. The reactants are: [CH3:1][C:2]1[CH:3]=[C:4]([CH:7]=[CH:8][C:9]=1[N+:10]([O-:12])=[O:11])[CH2:5]Br.[P:13]([O:20]CC)([O:17][CH2:18][CH3:19])[O:14][CH2:15][CH3:16]. (6) The reactants are: [CH3:1][NH:2]C(C1C(=O)C(C2C=CN=C(C(F)(F)F)C=2)=C(C)N(C(C2C=CC(Br)=CN=2)C)C=1)=O.[CH2:32]([NH:34][C:35]([C:37]1[C:42](=[O:43])[C:41]([C:44]2[CH:49]=[CH:48][CH:47]=[C:46]([C:50]([F:53])([F:52])[F:51])[CH:45]=2)=[C:40]([CH3:54])[N:39]([CH:55]([C:58]2[CH:63]=[CH:62][C:61](Br)=[CH:60][CH:59]=2)[CH2:56][CH3:57])[CH:38]=1)=[O:36])[CH3:33]. Given the product [CH2:32]([NH:34][C:35]([C:37]1[C:42](=[O:43])[C:41]([C:44]2[CH:49]=[CH:48][CH:47]=[C:46]([C:50]([F:53])([F:52])[F:51])[CH:45]=2)=[C:40]([CH3:54])[N:39]([CH:55]([C:58]2[CH:63]=[CH:62][C:61]([C:1]#[N:2])=[CH:60][CH:59]=2)[CH2:56][CH3:57])[CH:38]=1)=[O:36])[CH3:33], predict the reactants needed to synthesize it. (7) Given the product [CH2:1]([O:8][C:9]1[C:17]([F:18])=[CH:16][CH:15]=[C:14]2[C:10]=1[CH:11]=[C:12]([C:19]([OH:21])=[O:20])[NH:13]2)[C:2]1[CH:7]=[CH:6][CH:5]=[CH:4][CH:3]=1, predict the reactants needed to synthesize it. The reactants are: [CH2:1]([O:8][C:9]1[C:17]([F:18])=[CH:16][CH:15]=[C:14]2[C:10]=1[CH:11]=[C:12]([C:19]([O:21]C)=[O:20])[NH:13]2)[C:2]1[CH:7]=[CH:6][CH:5]=[CH:4][CH:3]=1.[OH-].[Na+].Cl. (8) Given the product [C:1]1([C:1]2[CH:6]=[CH:5][CH:4]=[CH:3][CH:2]=2)[CH:6]=[CH:5][CH:4]=[C:3]([C:7]2[N:12]=[CH:11][N:10]=[C:9]([N:13]([CH2:8][CH2:9][NH:10][CH2:11][CH:32]3[CH2:37][CH2:36][CH2:35][CH2:34][CH2:33]3)[C:14]3[CH:15]=[CH:16][C:17]([NH:20][CH2:21][CH3:22])=[CH:18][CH:19]=3)[CH:8]=2)[CH:2]=1, predict the reactants needed to synthesize it. The reactants are: [C:1]1(C2C=CC=CC=2)[CH:6]=[CH:5][CH:4]=[C:3]([C:7]2[N:12]=[CH:11][N:10]=[C:9]([NH:13][C:14]3[CH:19]=[CH:18][C:17]([N:20](CCCl)[CH2:21][CH3:22])=[CH:16][CH:15]=3)[CH:8]=2)[CH:2]=1.[CH:32]1(N)[CH2:37][CH2:36][CH2:35][CH2:34][CH2:33]1. (9) Given the product [F:26][C:2]1([F:1])[CH2:7][CH2:6][C:5]([CH2:9][NH:10][C:11]([C:13]2[C:14]([Cl:25])=[C:15]3[C:19](=[C:20]([C:22]([OH:24])([CH3:27])[CH3:23])[CH:21]=2)[NH:18][CH:17]=[CH:16]3)=[O:12])([OH:8])[CH2:4][CH2:3]1, predict the reactants needed to synthesize it. The reactants are: [F:1][C:2]1([F:26])[CH2:7][CH2:6][C:5]([CH2:9][NH:10][C:11]([C:13]2[C:14]([Cl:25])=[C:15]3[C:19](=[C:20]([C:22](=[O:24])[CH3:23])[CH:21]=2)[NH:18][CH:17]=[CH:16]3)=[O:12])([OH:8])[CH2:4][CH2:3]1.[CH3:27][Mg]Br.C(OCC)C.